Dataset: Forward reaction prediction with 1.9M reactions from USPTO patents (1976-2016). Task: Predict the product of the given reaction. Given the reactants [C:1]([O:4][C@@H:5]1[C@@H:10]([O:11][C:12](=[O:14])[CH3:13])[C@H:9]([O:15][C:16](=[O:18])[CH3:17])[C@@H:8]([CH2:19][O:20][C:21](=[O:23])[CH3:22])[O:7][C:6]1([C:26]1[CH:31]=[CH:30][C:29](Br)=[C:28]([CH2:33][C:34]2[CH:43]=[CH:42][C:37]3[O:38][CH2:39][CH2:40][O:41][C:36]=3[CH:35]=2)[CH:27]=1)[O:24][CH3:25])(=[O:3])[CH3:2].[CH:44]1(B(O)O)[CH2:46][CH2:45]1.[O-]P([O-])([O-])=O.[K+].[K+].[K+].C1(P(C2CCCCC2)C2CCCCC2)CCCCC1, predict the reaction product. The product is: [C:1]([O:4][C@@H:5]1[C@@H:10]([O:11][C:12](=[O:14])[CH3:13])[C@H:9]([O:15][C:16](=[O:18])[CH3:17])[C@@H:8]([CH2:19][O:20][C:21](=[O:23])[CH3:22])[O:7][C:6]1([C:26]1[CH:31]=[CH:30][C:29]([CH:44]2[CH2:46][CH2:45]2)=[C:28]([CH2:33][C:34]2[CH:43]=[CH:42][C:37]3[O:38][CH2:39][CH2:40][O:41][C:36]=3[CH:35]=2)[CH:27]=1)[O:24][CH3:25])(=[O:3])[CH3:2].